Dataset: Catalyst prediction with 721,799 reactions and 888 catalyst types from USPTO. Task: Predict which catalyst facilitates the given reaction. Reactant: Cl[C:2]1[CH:3]=[C:4]([O:11][CH2:12][CH3:13])[C:5]([N+:8]([O-:10])=[O:9])=[N:6][CH:7]=1.[N:14]1[CH:19]=[CH:18][CH:17]=[C:16]([OH:20])[CH:15]=1.C([O-])([O-])=O.[K+].[K+].CN(C=O)C. Product: [CH2:12]([O:11][C:4]1[C:5]([N+:8]([O-:10])=[O:9])=[N:6][CH:7]=[C:2]([O:20][C:16]2[CH:15]=[N:14][CH:19]=[CH:18][CH:17]=2)[CH:3]=1)[CH3:13]. The catalyst class is: 6.